From a dataset of Full USPTO retrosynthesis dataset with 1.9M reactions from patents (1976-2016). Predict the reactants needed to synthesize the given product. (1) Given the product [CH3:1][C:2]1[CH:3]=[C:4]([N:9]2[C:13](=[O:14])[C:12](=[CH:15][NH:24][NH:23][C:21](=[O:22])[C:20]3[CH:25]=[CH:26][C:27]([OH:29])=[CH:28][C:19]=3[OH:18])[C:11]([CH3:17])=[N:10]2)[CH:5]=[CH:6][C:7]=1[CH3:8], predict the reactants needed to synthesize it. The reactants are: [CH3:1][C:2]1[CH:3]=[C:4]([N:9]2[C:13]([OH:14])=[C:12]([CH:15]=O)[C:11]([CH3:17])=[N:10]2)[CH:5]=[CH:6][C:7]=1[CH3:8].[OH:18][C:19]1[CH:28]=[C:27]([OH:29])[CH:26]=[CH:25][C:20]=1[C:21]([NH:23][NH2:24])=[O:22]. (2) The reactants are: [Cl:1][CH2:2][CH2:3][NH:4][CH2:5][C:6]([F:9])([F:8])[F:7].C(N(CC)CC)C.Cl[C:18]([O:20][C:21]1[CH:26]=[CH:25][CH:24]=[CH:23][CH:22]=1)=[O:19]. Given the product [Cl:1][CH2:2][CH2:3][N:4]([CH2:5][C:6]([F:9])([F:8])[F:7])[C:18](=[O:19])[O:20][C:21]1[CH:26]=[CH:25][CH:24]=[CH:23][CH:22]=1, predict the reactants needed to synthesize it. (3) Given the product [CH:52]1([NH:56][CH:16]2[CH2:21][CH2:20][CH:19]([CH:22]([NH:26][C:27]([C:29]3[C:38]([NH:39][C:40]([NH:42][C:43]4[C:48]([CH3:49])=[CH:47][C:46]([CH3:50])=[CH:45][C:44]=4[CH3:51])=[O:41])=[CH:37][C:36]4[C:31](=[CH:32][CH:33]=[CH:34][CH:35]=4)[CH:30]=3)=[O:28])[C:23]([OH:25])=[O:24])[CH2:18][CH2:17]2)[CH2:55][CH2:54][CH2:53]1, predict the reactants needed to synthesize it. The reactants are: [BH-](OC(C)=O)(OC(C)=O)OC(C)=O.[Na+].O=[C:16]1[CH2:21][CH2:20][CH:19]([CH:22]([NH:26][C:27]([C:29]2[C:38]([NH:39][C:40]([NH:42][C:43]3[C:48]([CH3:49])=[CH:47][C:46]([CH3:50])=[CH:45][C:44]=3[CH3:51])=[O:41])=[CH:37][C:36]3[C:31](=[CH:32][CH:33]=[CH:34][CH:35]=3)[CH:30]=2)=[O:28])[C:23]([OH:25])=[O:24])[CH2:18][CH2:17]1.[CH:52]1([NH2:56])[CH2:55][CH2:54][CH2:53]1.Cl. (4) The reactants are: Br[C:2]1[CH:3]=[C:4]([CH:16]=[O:17])[C:5]([N:8]2[CH2:13][C@@H:12]([CH3:14])[O:11][C@@H:10]([CH3:15])[CH2:9]2)=[N:6][CH:7]=1.C([Sn](CCCC)(CCCC)[C:23]1[N:24]=[CH:25][S:26][CH:27]=1)CCC. Given the product [CH3:15][C@H:10]1[O:11][C@@H:12]([CH3:14])[CH2:13][N:8]([C:5]2[C:4]([CH:16]=[O:17])=[CH:3][C:2]([C:23]3[N:24]=[CH:25][S:26][CH:27]=3)=[CH:7][N:6]=2)[CH2:9]1, predict the reactants needed to synthesize it. (5) The reactants are: ClC([O:4][C:5](Cl)(Cl)Cl)=O.Cl.[CH3:10][O:11][NH:12][CH3:13].[NH2:14][C:15]1[C:37]([Cl:38])=[CH:36][C:18]([C:19]([NH:21][CH2:22][C@@H:23]2[O:28][CH2:27][CH2:26][N:25]([CH2:29][CH:30]3[CH2:35][CH2:34][NH:33][CH2:32][CH2:31]3)[CH2:24]2)=[O:20])=[C:17]([O:39][CH2:40][CH3:41])[CH:16]=1. Given the product [NH2:14][C:15]1[C:37]([Cl:38])=[CH:36][C:18]([C:19]([NH:21][CH2:22][C@@H:23]2[O:28][CH2:27][CH2:26][N:25]([CH2:29][CH:30]3[CH2:31][CH2:32][N:33]([C:5](=[O:4])[N:12]([O:11][CH3:10])[CH3:13])[CH2:34][CH2:35]3)[CH2:24]2)=[O:20])=[C:17]([O:39][CH2:40][CH3:41])[CH:16]=1, predict the reactants needed to synthesize it. (6) Given the product [CH:5]1([CH:4]([NH2:1])[C:8]2[CH:13]=[CH:12][CH:11]=[CH:10][C:9]=2[F:14])[CH2:6][CH2:7]1, predict the reactants needed to synthesize it. The reactants are: [N:1]([CH:4]([C:8]1[CH:13]=[CH:12][CH:11]=[CH:10][C:9]=1[F:14])[CH:5]1[CH2:7][CH2:6]1)=[N+]=[N-].C1(P(C2C=CC=CC=2)C2C=CC=CC=2)C=CC=CC=1.O. (7) Given the product [Cl:1][C:2]1[CH:3]=[CH:4][C:5]([S:8]([N:11]([CH2:26][C:23]2[CH:24]=[CH:25][C:20]([S:19][CH3:18])=[CH:21][CH:22]=2)[CH:12]2[CH2:17][CH2:16][O:15][CH2:14][CH2:13]2)(=[O:10])=[O:9])=[CH:6][CH:7]=1, predict the reactants needed to synthesize it. The reactants are: [Cl:1][C:2]1[CH:7]=[CH:6][C:5]([S:8]([NH:11][CH:12]2[CH2:17][CH2:16][O:15][CH2:14][CH2:13]2)(=[O:10])=[O:9])=[CH:4][CH:3]=1.[CH3:18][S:19][C:20]1[CH:25]=[CH:24][C:23]([CH2:26]O)=[CH:22][CH:21]=1.